From a dataset of Reaction yield outcomes from USPTO patents with 853,638 reactions. Predict the reaction yield, written as a fraction of the theoretical maximum amount of product (1.0 means a 100% yield; for example, 0.34 means a 34% yield). (1) The reactants are [CH3:1][C:2]1[CH:12]=[CH:11][C:5]([C:6]([O:8][CH2:9][CH3:10])=[O:7])=[CH:4][C:3]=1[OH:13].[H-].[Na+].[Cl:16][C:17]1[CH:22]=[C:21]([N+]([O-])=O)[CH:20]=[CH:19][N:18]=1. No catalyst specified. The product is [CH3:1][C:2]1[CH:12]=[CH:11][C:5]([C:6]([O:8][CH2:9][CH3:10])=[O:7])=[CH:4][C:3]=1[O:13][C:21]1[CH:20]=[CH:19][N:18]=[C:17]([Cl:16])[CH:22]=1. The yield is 0.940. (2) The reactants are [Cl:1][C:2]1[N:7]=[CH:6][C:5](CC#N)=[CH:4][CH:3]=1.Br[CH2:12][CH2:13]Cl.[OH-:15].[Na+].[CH2:17]([OH:20])[CH2:18]O. The catalyst is [Cl-].C([N+](CC)(CC)CC)C1C=CC=CC=1. The product is [Cl:1][C:2]1[N:7]=[CH:6][C:5]([C:18]2([C:17]([OH:20])=[O:15])[CH2:13][CH2:12]2)=[CH:4][CH:3]=1. The yield is 0.850. (3) The reactants are Br[C:2]1[CH:3]=[N:4][CH:5]=[C:6]2[C:11]=1[N:10]=[C:9]([C:12]([NH:14][CH2:15][C:16]([CH3:19])([CH3:18])[CH3:17])=[O:13])[CH:8]=[CH:7]2.[F:20][C:21]1[CH:26]=[CH:25][C:24](B(O)O)=[CH:23][CH:22]=1.C(=O)([O-])[O-].[Cs+].[Cs+]. The catalyst is O1CCOCC1.O.C1(P([C-]2C=CC=C2)C2C=CC=CC=2)C=CC=CC=1.[C-]1(P(C2C=CC=CC=2)C2C=CC=CC=2)C=CC=C1.[Fe+2].[Pd](Cl)Cl. The product is [F:20][C:21]1[CH:26]=[CH:25][C:24]([C:2]2[CH:3]=[N:4][CH:5]=[C:6]3[C:11]=2[N:10]=[C:9]([C:12]([NH:14][CH2:15][C:16]([CH3:19])([CH3:18])[CH3:17])=[O:13])[CH:8]=[CH:7]3)=[CH:23][CH:22]=1. The yield is 0.750. (4) The reactants are [C:1]1([C:7]2([C:10]([OH:12])=[O:11])[CH2:9][CH2:8]2)[CH:6]=[CH:5][CH:4]=[CH:3][CH:2]=1.[CH3:13]C1C=CC(S(O)(=O)=O)=CC=1.CCOC(C)=O. The catalyst is CO. The product is [C:1]1([C:7]2([C:10]([O:12][CH3:13])=[O:11])[CH2:9][CH2:8]2)[CH:6]=[CH:5][CH:4]=[CH:3][CH:2]=1. The yield is 0.960. (5) The reactants are [Br:1][C:2]1[CH:3]=[C:4]2[C:9](=[CH:10][CH:11]=1)[O:8][C:7]([NH:12][C:13]1[CH:18]=[CH:17][CH:16]=[CH:15][CH:14]=1)=[C:6]([CH:19]=O)[C:5]2=[O:21].OS(O)(=O)=O. No catalyst specified. The product is [Br:1][C:2]1[CH:3]=[C:4]2[C:9](=[CH:10][CH:11]=1)[O:8][C:7]1=[N:12][C:13]3[CH:18]=[CH:17][CH:16]=[CH:15][C:14]=3[CH:19]=[C:6]1[C:5]2=[O:21]. The yield is 0.770. (6) The reactants are [Cl:1][C:2]1[C:7]([O:8][CH3:9])=[CH:6][C:5]([O:10][CH3:11])=[C:4]([Cl:12])[C:3]=1[C:13]1[C:24](=[O:25])[NH:23][C:16]2[N:17]=[C:18]([S:21][CH3:22])[N:19]=[CH:20][C:15]=2[CH:14]=1.CS(O[CH2:31][CH2:32][NH:33][C:34](=[O:40])[O:35][C:36]([CH3:39])([CH3:38])[CH3:37])(=O)=O.C([O-])([O-])=O.[K+].[K+]. The catalyst is CN(C=O)C. The product is [Cl:1][C:2]1[C:7]([O:8][CH3:9])=[CH:6][C:5]([O:10][CH3:11])=[C:4]([Cl:12])[C:3]=1[C:13]1[C:24](=[O:25])[N:23]([CH2:31][CH2:32][NH:33][C:34](=[O:40])[O:35][C:36]([CH3:39])([CH3:38])[CH3:37])[C:16]2[N:17]=[C:18]([S:21][CH3:22])[N:19]=[CH:20][C:15]=2[CH:14]=1. The yield is 0.920. (7) The reactants are [NH2:1][C:2]1[CH:7]=[C:6]([C:8]([F:11])([F:10])[F:9])[CH:5]=[CH:4][C:3]=1[C:12](=O)[CH3:13].[CH2:15]([O:17][C:18](=[O:25])[CH2:19][C:20](=O)[CH2:21][CH2:22][CH3:23])[CH3:16].O.O.[Sn](Cl)Cl.C(Cl)Cl.CCCCCC. The catalyst is CCO. The product is [CH2:15]([O:17][C:18]([C:19]1[C:20]([CH2:21][CH2:22][CH3:23])=[N:1][C:2]2[C:3]([C:12]=1[CH3:13])=[CH:4][CH:5]=[C:6]([C:8]([F:11])([F:10])[F:9])[CH:7]=2)=[O:25])[CH3:16]. The yield is 0.560. (8) The product is [CH3:40][O:39][C@@H:12]1[C@@H:13]([CH2:29][S:30]([C:33]2[CH:34]=[CH:35][CH:36]=[CH:37][CH:38]=2)(=[O:31])=[O:32])[C@H:14]([CH2:16][C@@H:17]2[C:18](=[CH2:28])[C@H:19]([CH3:27])[CH2:20][C@H:21]([CH2:23][CH2:24][CH2:25][O:26][Si:58]([CH2:63][CH3:64])([CH2:61][CH3:62])[CH2:59][CH3:60])[O:22]2)[O:15][C@@H:11]1[CH2:10][C@@H:9]([CH2:41][O:42][Si:43]([CH3:45])([CH3:44])[C:46]([CH3:48])([CH3:47])[CH3:49])[O:8][Si:1]([CH3:3])([CH3:2])[C:4]([CH3:7])([CH3:6])[CH3:5]. The yield is 0.880. The catalyst is C(Cl)Cl. The reactants are [Si:1]([O:8][C@H:9]([CH2:41][O:42][Si:43]([C:46]([CH3:49])([CH3:48])[CH3:47])([CH3:45])[CH3:44])[CH2:10][C@H:11]1[O:15][C@@H:14]([CH2:16][C@H:17]2[O:22][C@@H:21]([CH2:23][CH2:24][CH2:25][OH:26])[CH2:20][C@@H:19]([CH3:27])[C:18]2=[CH2:28])[C@H:13]([CH2:29][S:30]([C:33]2[CH:38]=[CH:37][CH:36]=[CH:35][CH:34]=2)(=[O:32])=[O:31])[C@H:12]1[O:39][CH3:40])([C:4]([CH3:7])([CH3:6])[CH3:5])([CH3:3])[CH3:2].C(N(CC)CC)C.Cl[Si:58]([CH2:63][CH3:64])([CH2:61][CH3:62])[CH2:59][CH3:60]. (9) The reactants are [C:1]1([C:7]2[CH:16]=[CH:15][CH:14]=[C:13]3[C:8]=2[C:9]([NH:28][CH2:29][C:30]2[CH:35]=[CH:34][CH:33]=[CH:32][N:31]=2)=[N:10][N:11]=[C:12]3[C:17]2[CH:18]=[N:19][CH:20]=[C:21]([CH:27]=2)[C:22]([O:24]CC)=O)[CH:6]=[CH:5][CH:4]=[CH:3][CH:2]=1.[NH3:36]. The catalyst is CO. The product is [C:1]1([C:7]2[CH:16]=[CH:15][CH:14]=[C:13]3[C:8]=2[C:9]([NH:28][CH2:29][C:30]2[CH:35]=[CH:34][CH:33]=[CH:32][N:31]=2)=[N:10][N:11]=[C:12]3[C:17]2[CH:18]=[N:19][CH:20]=[C:21]([CH:27]=2)[C:22]([NH2:36])=[O:24])[CH:2]=[CH:3][CH:4]=[CH:5][CH:6]=1. The yield is 0.398. (10) The reactants are [CH3:1][N:2]1[C:6]([C:7]2[CH:8]=[C:9]([C:12]([OH:14])=O)[S:10][CH:11]=2)=[CH:5][CH:4]=[N:3]1.[NH2:15][C@@H:16]([CH2:29][C:30]1[CH:35]=[C:34]([F:36])[CH:33]=[CH:32][C:31]=1[F:37])[CH2:17][N:18]1[C:26](=[O:27])[C:25]2[C:20](=[CH:21][CH:22]=[CH:23][CH:24]=2)[C:19]1=[O:28].FC1C=CC=C(F)C=1C[C@@H](C(O)=O)N.C1CN([P+](Br)(N2CCCC2)N2CCCC2)CC1.F[P-](F)(F)(F)(F)F.CCN(C(C)C)C(C)C. The catalyst is C(Cl)(Cl)Cl. The product is [F:37][C:31]1[CH:32]=[CH:33][C:34]([F:36])=[CH:35][C:30]=1[CH2:29][C@H:16]([NH:15][C:12]([C:9]1[S:10][CH:11]=[C:7]([C:6]2[N:2]([CH3:1])[N:3]=[CH:4][CH:5]=2)[CH:8]=1)=[O:14])[CH2:17][N:18]1[C:26](=[O:27])[C:25]2[C:20](=[CH:21][CH:22]=[CH:23][CH:24]=2)[C:19]1=[O:28]. The yield is 0.340.